Dataset: Forward reaction prediction with 1.9M reactions from USPTO patents (1976-2016). Task: Predict the product of the given reaction. (1) Given the reactants [CH3:1][NH:2][C:3]([CH:5]([NH:13][C:14]([C:16]1N=[C:18]([CH3:25])[O:19][C:20]=1[C:21]([F:24])([F:23])[F:22])=[O:15])[CH2:6][C:7]1[CH:12]=[CH:11][CH:10]=[CH:9][CH:8]=1)=[O:4].[CH3:26]NC(C(NC(C1C(C(F)(F)F)=NN(C)C=1)=O)CC1C=CC=CC=1)=O, predict the reaction product. The product is: [CH3:1][NH:2][C:3]([CH:5]([NH:13][C:14]([C:16]1[CH:26]=[C:18]([CH3:25])[O:19][C:20]=1[C:21]([F:24])([F:23])[F:22])=[O:15])[CH2:6][C:7]1[CH:12]=[CH:11][CH:10]=[CH:9][CH:8]=1)=[O:4]. (2) Given the reactants [N+:1]([C:4]1[CH:13]=[CH:12][CH:11]=[CH:10][C:5]=1[C:6]([NH:8][NH2:9])=[O:7])([O-:3])=[O:2].Cl[C:15](OC(Cl)(Cl)Cl)=[O:16], predict the reaction product. The product is: [N+:1]([C:4]1[CH:13]=[CH:12][CH:11]=[CH:10][C:5]=1[C:6]1[O:7][C:15](=[O:16])[NH:9][N:8]=1)([O-:3])=[O:2]. (3) Given the reactants [NH2:1][C:2]1[N:10]=[CH:9][CH:8]=[CH:7][C:3]=1[C:4]([OH:6])=O.ON1C2C=CC=CC=2N=N1.CCN=C=NCCCN(C)C.[Cl:32][C:33]1[CH:34]=[C:35]([CH:45]=[C:46]([Cl:48])[CH:47]=1)[O:36][C:37]1[CH:44]=[CH:43][C:40]([CH2:41][NH2:42])=[CH:39][CH:38]=1.C(=O)(O)[O-].[Na+], predict the reaction product. The product is: [Cl:32][C:33]1[CH:34]=[C:35]([CH:45]=[C:46]([Cl:48])[CH:47]=1)[O:36][C:37]1[CH:44]=[CH:43][C:40]([CH2:41][NH:42][C:4](=[O:6])[C:3]2[CH:7]=[CH:8][CH:9]=[N:10][C:2]=2[NH2:1])=[CH:39][CH:38]=1. (4) Given the reactants CC1(C)[O:6][C@@H:5]([C@@H:7]([C:17]2[S:18][CH:19]=[CH:20][CH:21]=2)[N:8]2[C:16]3[C:11](=[CH:12][CH:13]=[CH:14][CH:15]=3)[CH:10]=[CH:9]2)[CH2:4][O:3]1.C1(S(O)(=O)=O)C=CC=CC=1, predict the reaction product. The product is: [N:8]1([C@H:7]([C:17]2[S:18][CH:19]=[CH:20][CH:21]=2)[C@H:5]([OH:6])[CH2:4][OH:3])[C:16]2[C:11](=[CH:12][CH:13]=[CH:14][CH:15]=2)[CH:10]=[CH:9]1. (5) Given the reactants O[C:2]1[C:7]([O:8][CH3:9])=[CH:6][CH:5]=[CH:4][C:3]=1[CH:10]=[CH:11][C:12](=O)[CH2:13][C:14]([C:16]1[CH:21]=[CH:20][CH:19]=[CH:18][CH:17]=1)=O.[OH2:23].[NH2:24][NH2:25].FC(F)(F)C([O-])=O, predict the reaction product. The product is: [CH3:9][O:8][C:7]1[CH:2]=[C:3](/[CH:10]=[CH:11]/[C:12]2[CH:13]=[C:14]([C:16]3[CH:21]=[CH:20][CH:19]=[CH:18][CH:17]=3)[NH:25][N:24]=2)[CH:4]=[CH:5][C:6]=1[OH:23]. (6) Given the reactants C([Li])CCC.Br[C:7]1[CH:15]=[CH:14][CH:13]=[C:12]2[C:8]=1[CH2:9][CH2:10][C@@H:11]2[O:16][Si:17]([C:20]([CH3:23])([CH3:22])[CH3:21])([CH3:19])[CH3:18].[F:24][C:25]([F:32])([F:31])[C:26](OCC)=[O:27], predict the reaction product. The product is: [C:20]([Si:17]([CH3:19])([CH3:18])[O:16][C@@H:11]1[C:12]2[C:8](=[C:7]([C:26](=[O:27])[C:25]([F:32])([F:31])[F:24])[CH:15]=[CH:14][CH:13]=2)[CH2:9][CH2:10]1)([CH3:23])([CH3:22])[CH3:21]. (7) Given the reactants C([O:4][CH2:5][CH2:6][O:7][C:8]1[CH:13]=[CH:12][C:11]([CH3:14])=[CH:10][C:9]=1[CH:15]1[C:20]2([C:28]3[C:23](=[CH:24][C:25]([Cl:29])=[CH:26][CH:27]=3)[NH:22][C:21]2=[O:30])[CH:19]([C:31]2[CH:36]=[CH:35][CH:34]=[C:33]([Cl:37])[CH:32]=2)[CH2:18][C:17](=[O:38])[NH:16]1)(=O)C.[OH-].[Na+].Cl, predict the reaction product. The product is: [Cl:29][C:25]1[CH:24]=[C:23]2[NH:22][C:21](=[O:30])[C:20]3([CH:19]([C:31]4[CH:36]=[CH:35][CH:34]=[C:33]([Cl:37])[CH:32]=4)[CH2:18][C:17](=[O:38])[NH:16][CH:15]3[C:9]3[CH:10]=[C:11]([CH3:14])[CH:12]=[CH:13][C:8]=3[O:7][CH2:6][CH2:5][OH:4])[C:28]2=[CH:27][CH:26]=1.